The task is: Predict the reactants needed to synthesize the given product.. This data is from Full USPTO retrosynthesis dataset with 1.9M reactions from patents (1976-2016). (1) Given the product [F:23][C:24]1[CH:32]=[CH:31][CH:30]=[C:29]([F:33])[C:25]=1[C:26]([NH:13][C@@H:12]([CH2:14][C:15]1[CH:20]=[CH:19][C:18]([C:47]2[C:46]([O:74][CH3:73])=[CH:45][C:44]([CH2:42][O:43][CH2:66][CH3:68])=[CH:49][C:48]=2[O:4][CH3:1])=[CH:17][CH:16]=1)[C:11]([O:10][CH2:8][CH3:9])=[O:22])=[O:27], predict the reactants needed to synthesize it. The reactants are: [C:1](=[O:4])([O-])[O-].[K+].[K+].Cl.[CH2:8]([O:10][C:11](=[O:22])[C@H:12]([CH2:14][C:15]1[CH:20]=[CH:19][C:18](Br)=[CH:17][CH:16]=1)[NH2:13])[CH3:9].[F:23][C:24]1[CH:32]=[CH:31][CH:30]=[C:29]([F:33])[C:25]=1[C:26](Cl)=[O:27].BrC1C=CC(C[C@@H](C(OCC)=O)N[C:42]([C:44]2[C:49](F)=[CH:48][CH:47]=[CH:46][C:45]=2F)=[O:43])=CC=1.B(O)O.C(N[CH:66]([CH3:68])C)(C)C.N[C@H]([C:73](O)=[O:74])CS.Cl. (2) Given the product [CH:1]1([CH2:7][S:8][C:9]2[CH:10]=[C:11]([CH:14]=[C:15]([OH:17])[CH:16]=2)[CH:12]=[O:13])[CH2:2][CH2:3][CH2:4][CH2:5][CH2:6]1, predict the reactants needed to synthesize it. The reactants are: [CH:1]1([CH2:7][S:8][C:9]2[CH:10]=[C:11]([CH:14]=[C:15]([O:17]C)[CH:16]=2)[CH:12]=[O:13])[CH2:6][CH2:5][CH2:4][CH2:3][CH2:2]1.B(Br)(Br)Br. (3) Given the product [C:28]([O:32][C:33]([N:35]1[CH2:36][CH2:37][CH:38]([N:41]2[CH:45]=[C:44]([C:2]3[CH:3]=[C:4]4[C:10]([C:11](=[O:12])[C:13]5[C:18]([F:19])=[CH:17][CH:16]=[C:15]([NH:20][S:21]([CH2:24][CH2:25][CH3:26])(=[O:23])=[O:22])[C:14]=5[F:27])=[CH:9][NH:8][C:5]4=[N:6][CH:7]=3)[CH:43]=[N:42]2)[CH2:39][CH2:40]1)=[O:34])([CH3:31])([CH3:29])[CH3:30], predict the reactants needed to synthesize it. The reactants are: Br[C:2]1[CH:3]=[C:4]2[C:10]([C:11]([C:13]3[C:14]([F:27])=[C:15]([NH:20][S:21]([CH2:24][CH2:25][CH3:26])(=[O:23])=[O:22])[CH:16]=[CH:17][C:18]=3[F:19])=[O:12])=[CH:9][NH:8][C:5]2=[N:6][CH:7]=1.[C:28]([O:32][C:33]([N:35]1[CH2:40][CH2:39][CH:38]([N:41]2[CH:45]=[C:44](B3OC(C)(C)C(C)(C)O3)[CH:43]=[N:42]2)[CH2:37][CH2:36]1)=[O:34])([CH3:31])([CH3:30])[CH3:29].C(#N)C.C(=O)([O-])[O-].[K+].[K+]. (4) Given the product [Br:1][C:2]1[CH:10]=[CH:9][CH:8]=[C:7]([F:11])[C:3]=1[C:4]([N:25]1[CH2:24][CH2:23][N:22]([C:26]([O:28][C:29]([CH3:30])([CH3:31])[CH3:32])=[O:27])[CH2:21][CH:20]1[CH2:19][OH:18])=[O:6], predict the reactants needed to synthesize it. The reactants are: [Br:1][C:2]1[CH:10]=[CH:9][CH:8]=[C:7]([F:11])[C:3]=1[C:4]([OH:6])=O.C(Cl)(=O)C(Cl)=O.[OH:18][CH2:19][CH:20]1[NH:25][CH2:24][CH2:23][N:22]([C:26]([O:28][C:29]([CH3:32])([CH3:31])[CH3:30])=[O:27])[CH2:21]1.C(N(CC)CC)C. (5) Given the product [CH2:20]([O:19][C:17]([NH:16][CH2:15][CH2:14][CH2:13][C@H:12]([NH:11][C:9](=[O:10])[O:8][CH2:1][C:2]1[CH:3]=[CH:4][CH:5]=[CH:6][CH:7]=1)[C:27]([NH:40][CH2:39][CH:38]([OH:41])[CH2:37][NH:36][C:35]([O:34][C:30]([CH3:32])([CH3:31])[CH3:33])=[O:42])=[O:29])=[O:18])[C:21]1[CH:22]=[CH:23][CH:24]=[CH:25][CH:26]=1, predict the reactants needed to synthesize it. The reactants are: [CH2:1]([O:8][C:9]([NH:11][C@H:12]([C:27]([OH:29])=O)[CH2:13][CH2:14][CH2:15][NH:16][C:17]([O:19][CH2:20][C:21]1[CH:26]=[CH:25][CH:24]=[CH:23][CH:22]=1)=[O:18])=[O:10])[C:2]1[CH:7]=[CH:6][CH:5]=[CH:4][CH:3]=1.[C:30]([O:34][C:35](=[O:42])[NH:36][CH2:37][CH:38]([OH:41])[CH2:39][NH2:40])([CH3:33])([CH3:32])[CH3:31].C(Cl)CCl.C1C=CC2N(O)N=NC=2C=1. (6) Given the product [Cl:1][C:2]1[CH:3]=[C:4]2[C:9](=[CH:10][C:11]=1[N:12]1[CH2:17][C:16]3[C:18]([CH:24]4[CH2:25][CH2:26]4)=[N:19][C:20]([C:22]4[N:35]=[CH:37][O:40][N:23]=4)=[CH:21][C:15]=3[NH:14][C:13]1=[O:27])[O:8][CH:7]([C:28]1[C:33]([F:34])=[CH:32][CH:31]=[CH:30][N:29]=1)[CH2:6][CH2:5]2, predict the reactants needed to synthesize it. The reactants are: [Cl:1][C:2]1[CH:3]=[C:4]2[C:9](=[CH:10][C:11]=1[N:12]1[CH2:17][C:16]3[C:18]([CH:24]4[CH2:26][CH2:25]4)=[N:19][C:20]([C:22]#[N:23])=[CH:21][C:15]=3[NH:14][C:13]1=[O:27])[O:8][CH:7]([C:28]1[C:33]([F:34])=[CH:32][CH:31]=[CH:30][N:29]=1)[CH2:6][CH2:5]2.[NH2:35]O.[C:37](=[O:40])([O-])[O-].[Na+].[Na+].O. (7) Given the product [CH3:30][O:29][C:26]1[CH:27]=[CH:28][C:23]([N:17]2[C:9]3=[N:8][C:7]([N:1]4[CH2:6][CH2:5][O:4][CH2:3][CH2:2]4)=[CH:12][C:11](=[O:13])[N:10]3[CH2:14][CH2:15][C@H:16]2[C:18]([F:20])([F:21])[F:19])=[CH:24][CH:25]=1, predict the reactants needed to synthesize it. The reactants are: [N:1]1([C:7]2[N:8]=[C:9]3[NH:17][C@H:16]([C:18]([F:21])([F:20])[F:19])[CH2:15][CH2:14][N:10]3[C:11](=[O:13])[CH:12]=2)[CH2:6][CH2:5][O:4][CH2:3][CH2:2]1.I[C:23]1[CH:28]=[CH:27][C:26]([O:29][CH3:30])=[CH:25][CH:24]=1.COC1C2C(=C3C(=CC=2)C(OC)=CC=N3)N=CC=1.